This data is from Human liver microsome stability data. The task is: Regression/Classification. Given a drug SMILES string, predict its absorption, distribution, metabolism, or excretion properties. Task type varies by dataset: regression for continuous measurements (e.g., permeability, clearance, half-life) or binary classification for categorical outcomes (e.g., BBB penetration, CYP inhibition). Dataset: hlm. (1) The molecule is Cc1ccc(CNC(=O)Cc2cccc(C[C@@H](C)NC[C@H](O)c3ccc(O)c(CO)c3)c2)cc1C. The result is 1 (stable in human liver microsomes). (2) The drug is Cc1ccc(NC(=O)[C@H](CC2CCCC2)n2ccc(S(C)(=O)=O)cc2=O)nc1. The result is 0 (unstable in human liver microsomes).